Dataset: Forward reaction prediction with 1.9M reactions from USPTO patents (1976-2016). Task: Predict the product of the given reaction. (1) Given the reactants [NH2:1][C@H:2]([CH2:7][C:8]1[CH:13]=[CH:12][CH:11]=[CH:10][CH:9]=1)[C:3]([NH:5][OH:6])=[O:4].[CH2:14]([O:17][C:18]1[CH:23]=[CH:22][C:21]([S:24](Cl)(=[O:26])=[O:25])=[CH:20][CH:19]=1)[CH2:15][CH3:16].C(N(C(C)C)C(C)C)C, predict the reaction product. The product is: [OH:6][NH:5][C:3](=[O:4])[C@H:2]([NH:1][S:24]([C:21]1[CH:20]=[CH:19][C:18]([O:17][CH2:14][CH2:15][CH3:16])=[CH:23][CH:22]=1)(=[O:26])=[O:25])[CH2:7][C:8]1[CH:13]=[CH:12][CH:11]=[CH:10][CH:9]=1. (2) Given the reactants [F:1][C:2]([F:25])([F:24])[C:3]([CH:11]1[CH2:16][CH2:15][CH2:14][N:13](C(OC(C)(C)C)=O)[CH2:12]1)([OH:10])[CH2:4][CH2:5][CH2:6][CH2:7][O:8][CH3:9], predict the reaction product. The product is: [F:25][C:2]([F:1])([F:24])[C:3]([CH:11]1[CH2:16][CH2:15][CH2:14][NH:13][CH2:12]1)([OH:10])[CH2:4][CH2:5][CH2:6][CH2:7][O:8][CH3:9]. (3) Given the reactants Cl.[CH3:2][O:3][C:4](=[O:17])[C:5]1[CH:10]=[CH:9][C:8]([CH:11]2[CH2:16][CH2:15][CH2:14][CH2:13][NH:12]2)=[CH:7][CH:6]=1.CCN(C(C)C)C(C)C.C([O-])([O-])=O.[Na+].[Na+].Cl[C:34]([O:36][CH2:37][C:38]1[CH:43]=[CH:42][CH:41]=[CH:40][CH:39]=1)=[O:35], predict the reaction product. The product is: [CH3:2][O:3][C:4](=[O:17])[C:5]1[CH:6]=[CH:7][C:8]([CH:11]2[CH2:16][CH2:15][CH2:14][CH2:13][N:12]2[C:34]([O:36][CH2:37][C:38]2[CH:43]=[CH:42][CH:41]=[CH:40][CH:39]=2)=[O:35])=[CH:9][CH:10]=1. (4) Given the reactants [F:1][C:2]([F:23])([F:22])[O:3][C:4]1[CH:9]=[CH:8][C:7]([N:10]2[CH:14]=[N:13][C:12]([C:15]3[CH:21]=[CH:20][C:18]([NH2:19])=[CH:17][CH:16]=3)=[N:11]2)=[CH:6][CH:5]=1.[CH:24]([C:27]1[CH:32]=[CH:31][CH:30]=[CH:29][C:28]=1[N:33]=[C:34]=[S:35])([CH3:26])[CH3:25], predict the reaction product. The product is: [CH:24]([C:27]1[CH:32]=[CH:31][CH:30]=[CH:29][C:28]=1[NH:33][C:34]([NH:19][C:18]1[CH:20]=[CH:21][C:15]([C:12]2[N:13]=[CH:14][N:10]([C:7]3[CH:6]=[CH:5][C:4]([O:3][C:2]([F:1])([F:22])[F:23])=[CH:9][CH:8]=3)[N:11]=2)=[CH:16][CH:17]=1)=[S:35])([CH3:26])[CH3:25]. (5) Given the reactants [CH2:1]([C:3]1[CH:8]=[CH:7][CH:6]=[CH:5][C:4]=1[OH:9])[CH3:2].[CH2:10]1[O:12][C@@H:11]1[CH2:13]OS(C1C=C([N+]([O-])=O)C=CC=1)(=O)=O.[Cl:27][C:28]1[CH:41]=[CH:40][C:31]([CH2:32][N:33]2[CH2:38][CH2:37][CH:36]([NH2:39])[CH2:35][CH2:34]2)=[CH:30][CH:29]=1, predict the reaction product. The product is: [CH2:1]([C:3]1[CH:8]=[CH:7][CH:6]=[CH:5][C:4]=1[O:9][CH2:10][C@@H:11]([OH:12])[CH2:13][NH:39][CH:36]1[CH2:35][CH2:34][N:33]([CH2:32][C:31]2[CH:30]=[CH:29][C:28]([Cl:27])=[CH:41][CH:40]=2)[CH2:38][CH2:37]1)[CH3:2]. (6) Given the reactants [CH3:1][O:2][C:3]1[CH:12]=[C:11]2[C:6]([CH2:7][CH2:8][C:9](=O)[CH2:10]2)=[CH:5][CH:4]=1.C([O-])(=O)C.[NH4+].C([BH3-])#[N:20].[Na+], predict the reaction product. The product is: [CH3:1][O:2][C:3]1[CH:12]=[C:11]2[C:6]([CH2:7][CH2:8][CH:9]([NH2:20])[CH2:10]2)=[CH:5][CH:4]=1.